This data is from Full USPTO retrosynthesis dataset with 1.9M reactions from patents (1976-2016). The task is: Predict the reactants needed to synthesize the given product. (1) Given the product [CH3:15][Si:16]([CH3:25])([CH3:26])[C:17]1[CH:18]=[C:19]([CH2:20][CH2:1][P:2](=[O:9])([O:6][CH2:7][CH3:8])[O:3][CH2:4][CH3:5])[CH:22]=[CH:23][CH:24]=1, predict the reactants needed to synthesize it. The reactants are: [CH3:1][P:2](=[O:9])([O:6][CH2:7][CH3:8])[O:3][CH2:4][CH3:5].C([Li])CCC.[CH3:15][Si:16]([CH3:26])([CH3:25])[C:17]1[CH:18]=[C:19]([CH:22]=[CH:23][CH:24]=1)[CH2:20]Br. (2) Given the product [CH3:1][C:2]1[CH:3]=[C:4]([CH:5]=[CH:6][C:7]=1[CH2:8][CH2:9][CH2:10][CH2:11][N:12]1[CH:16]=[CH:15][N:14]=[N:13]1)[O:17][CH2:21][C:22]1[CH:23]=[N:24][CH:25]=[C:26]([C:28]2[CH:29]=[CH:30][C:31]([C:34]([F:37])([F:35])[F:36])=[CH:32][CH:33]=2)[CH:27]=1, predict the reactants needed to synthesize it. The reactants are: [CH3:1][C:2]1[CH:3]=[C:4]([OH:17])[CH:5]=[CH:6][C:7]=1[CH2:8][CH2:9][CH2:10][CH2:11][N:12]1[CH:16]=[CH:15][N:14]=[N:13]1.[H-].[Na+].Cl[CH2:21][C:22]1[CH:23]=[N:24][CH:25]=[C:26]([C:28]2[CH:33]=[CH:32][C:31]([C:34]([F:37])([F:36])[F:35])=[CH:30][CH:29]=2)[CH:27]=1.O.